Predict the product of the given reaction. From a dataset of Forward reaction prediction with 1.9M reactions from USPTO patents (1976-2016). (1) Given the reactants [C:1]1([CH3:11])[CH:6]=[CH:5][C:4]([CH2:7][C:8]([OH:10])=O)=[CH:3][CH:2]=1.C1N=CN(C(N2C=NC=C2)=O)C=1.Cl.[NH2:25][CH:26]1[CH2:31][CH2:30][N:29]([C:32]([C:34]2[CH:39]=[CH:38][N:37]=[CH:36][C:35]=2[NH:40][C:41]2[CH:46]=[CH:45][C:44]([I:47])=[CH:43][C:42]=2[F:48])=[O:33])[CH2:28][CH2:27]1.O, predict the reaction product. The product is: [F:48][C:42]1[CH:43]=[C:44]([I:47])[CH:45]=[CH:46][C:41]=1[NH:40][C:35]1[CH:36]=[N:37][CH:38]=[CH:39][C:34]=1[C:32]([N:29]1[CH2:30][CH2:31][CH:26]([NH:25][C:8](=[O:10])[CH2:7][C:4]2[CH:3]=[CH:2][C:1]([CH3:11])=[CH:6][CH:5]=2)[CH2:27][CH2:28]1)=[O:33]. (2) The product is: [ClH:3].[C:36]([N:39]1[CH2:40][CH2:41][CH:42]([C:45]([N:27]2[CH2:28][CH2:29][C@H:24]([NH:23][CH2:22][C:13]3[CH:12]=[C:11]([C:5]4[CH:6]=[CH:7][C:8]([Cl:10])=[CH:9][C:4]=4[Cl:3])[CH:16]=[CH:15][C:14]=3[O:17][C:18]([F:19])([F:20])[F:21])[C@H:25]([C:30]3[CH:31]=[CH:32][CH:33]=[CH:34][CH:35]=3)[CH2:26]2)=[O:46])[CH2:43][CH2:44]1)(=[O:38])[CH3:37]. Given the reactants Cl.Cl.[Cl:3][C:4]1[CH:9]=[C:8]([Cl:10])[CH:7]=[CH:6][C:5]=1[C:11]1[CH:16]=[CH:15][C:14]([O:17][C:18]([F:21])([F:20])[F:19])=[C:13]([CH2:22][NH:23][C@H:24]2[CH2:29][CH2:28][NH:27][CH2:26][C@H:25]2[C:30]2[CH:35]=[CH:34][CH:33]=[CH:32][CH:31]=2)[CH:12]=1.[C:36]([N:39]1[CH2:44][CH2:43][CH:42]([C:45](O)=[O:46])[CH2:41][CH2:40]1)(=[O:38])[CH3:37].Cl.C(OCC)(=O)C, predict the reaction product. (3) Given the reactants Br[CH2:2][C:3]1[C:8]([Cl:9])=[C:7]([Cl:10])[CH:6]=[CH:5][C:4]=1[Cl:11].[CH3:12][C:13]1[N:18]=[C:17]([SH:19])[N:16]=[C:15]([OH:20])[CH:14]=1.C(=O)([O-])[O-].[K+].[K+].O, predict the reaction product. The product is: [CH3:12][C:13]1[N:18]=[C:17]([S:19][CH2:2][C:3]2[C:4]([Cl:11])=[CH:5][CH:6]=[C:7]([Cl:10])[C:8]=2[Cl:9])[N:16]=[C:15]([OH:20])[CH:14]=1. (4) Given the reactants [CH3:1][O:2][C:3](=[O:16])[C:4]([OH:15])([C:10]1[S:11][CH:12]=[CH:13][CH:14]=1)[C:5]1[S:6][CH:7]=[CH:8][CH:9]=1.[CH3:17][N:18]1[CH2:22]C[CH:20](O)[CH2:19]1, predict the reaction product. The product is: [CH3:17][N:18]1[CH2:19][CH2:20][CH:1]([O:2][C:3](=[O:16])[C:4]([OH:15])([C:5]2[S:6][CH:7]=[CH:8][CH:9]=2)[C:10]2[S:11][CH:12]=[CH:13][CH:14]=2)[CH2:22]1. (5) Given the reactants FC(F)(F)C(O)=O.C(OC([N:15]1[CH2:20][CH2:19][CH:18]([C:21]2[NH:22][CH:23]=[C:24]([C:26]3[C:27]([O:41][CH:42]4[CH2:45][CH2:44][CH2:43]4)=[C:28]4[C:33](=[CH:34][CH:35]=3)[N:32]([C:36]([O:38][CH3:39])=[O:37])[C@@H:31]([CH3:40])[CH2:30][CH2:29]4)[N:25]=2)[CH2:17][CH2:16]1)=O)(C)(C)C, predict the reaction product. The product is: [CH:42]1([O:41][C:27]2[C:26]([C:24]3[N:25]=[C:21]([CH:18]4[CH2:19][CH2:20][NH:15][CH2:16][CH2:17]4)[NH:22][CH:23]=3)=[CH:35][CH:34]=[C:33]3[C:28]=2[CH2:29][CH2:30][C@H:31]([CH3:40])[N:32]3[C:36]([O:38][CH3:39])=[O:37])[CH2:43][CH2:44][CH2:45]1. (6) Given the reactants N.[Na].[CH2:3]([C@:6]1([CH2:32][O:33]CC2C=CC=CC=2)[C:11](=[O:12])[O:10][C@H](C2C=CC=CC=2)[C@H](C2C=CC=CC=2)[N:7]1[C:25]([O:27][C:28]([CH3:31])([CH3:30])[CH3:29])=[O:26])[CH:4]=[CH2:5].[Cl-].[NH4+], predict the reaction product. The product is: [C:28]([O:27][C:25]([NH:7][C@:6]([CH2:32][OH:33])([CH2:3][CH:4]=[CH2:5])[C:11]([OH:12])=[O:10])=[O:26])([CH3:31])([CH3:30])[CH3:29]. (7) Given the reactants [CH2:1]([O:3][C:4](=[O:27])[CH:5]([C:11]1[N:12]([CH3:26])[C:13]2[C:18]([C:19]=1[S:20][C:21]([CH3:24])([CH3:23])[CH3:22])=[CH:17][C:16]([OH:25])=[CH:15][CH:14]=2)[CH:6]1[CH2:10][CH2:9][CH2:8][CH2:7]1)[CH3:2].Cl.[N:29]1[CH:34]=[CH:33][CH:32]=[CH:31][C:30]=1[CH2:35]Cl, predict the reaction product. The product is: [CH2:1]([O:3][C:4](=[O:27])[CH:5]([C:11]1[N:12]([CH3:26])[C:13]2[C:18]([C:19]=1[S:20][C:21]([CH3:22])([CH3:23])[CH3:24])=[CH:17][C:16]([O:25][CH2:35][C:30]1[CH:31]=[CH:32][CH:33]=[CH:34][N:29]=1)=[CH:15][CH:14]=2)[CH:6]1[CH2:7][CH2:8][CH2:9][CH2:10]1)[CH3:2]. (8) Given the reactants Br[C:2]1[C:7]([C:8]([F:11])([F:10])[F:9])=[CH:6][C:5]([NH:12][C:13]2[N:17]=[C:16]([NH2:18])[NH:15][N:14]=2)=[CH:4][C:3]=1[Cl:19].CN1C(C)(C)CC(SC2C=CC(B3OC(C)(C)C(C)(C)O3)=CC=2)CC1(C)C.[N:47]1([S:52]([C:55]2[CH:56]=[C:57](B(O)O)[CH:58]=[CH:59][CH:60]=2)(=[O:54])=[O:53])[CH2:51][CH2:50][CH2:49][CH2:48]1.C([O-])([O-])=O.[K+].[K+], predict the reaction product. The product is: [Cl:19][C:3]1[CH:4]=[C:5]([NH:12][C:13]2[N:17]=[C:16]([NH2:18])[NH:15][N:14]=2)[CH:6]=[C:7]([C:8]([F:11])([F:10])[F:9])[C:2]=1[C:59]1[CH:58]=[CH:57][CH:56]=[C:55]([S:52]([N:47]2[CH2:51][CH2:50][CH2:49][CH2:48]2)(=[O:53])=[O:54])[CH:60]=1. (9) Given the reactants [CH3:1][O:2][C:3]1[CH:8]=[CH:7][C:6]([N:9]2[CH:13]=[CH:12][C:11](NCC(OC)=O)=[N:10]2)=[CH:5][CH:4]=1.C1(P(=[CH:39][C:40]([O:42][CH3:43])=[O:41])(C2C=CC=CC=2)C2C=CC=CC=2)C=CC=CC=1.[CH2:44](Cl)Cl, predict the reaction product. The product is: [CH3:1][O:2][C:3]1[CH:4]=[CH:5][C:6]([N:9]2[CH:13]=[CH:12][C:11](/[CH:44]=[CH:39]/[C:40]([O:42][CH3:43])=[O:41])=[N:10]2)=[CH:7][CH:8]=1.